From a dataset of NCI-60 drug combinations with 297,098 pairs across 59 cell lines. Regression. Given two drug SMILES strings and cell line genomic features, predict the synergy score measuring deviation from expected non-interaction effect. (1) Drug 1: C1CCC(CC1)NC(=O)N(CCCl)N=O. Drug 2: CS(=O)(=O)OCCCCOS(=O)(=O)C. Cell line: UACC62. Synergy scores: CSS=23.9, Synergy_ZIP=-10.1, Synergy_Bliss=-6.64, Synergy_Loewe=-15.6, Synergy_HSA=-6.09. (2) Drug 1: C1=CC(=C2C(=C1NCCNCCO)C(=O)C3=C(C=CC(=C3C2=O)O)O)NCCNCCO. Drug 2: CC1=C(C(=O)C2=C(C1=O)N3CC4C(C3(C2COC(=O)N)OC)N4)N. Cell line: IGROV1. Synergy scores: CSS=50.9, Synergy_ZIP=6.40, Synergy_Bliss=6.26, Synergy_Loewe=9.31, Synergy_HSA=11.7. (3) Drug 1: COC1=C(C=C2C(=C1)N=CN=C2NC3=CC(=C(C=C3)F)Cl)OCCCN4CCOCC4. Drug 2: C1=CN(C=N1)CC(O)(P(=O)(O)O)P(=O)(O)O. Cell line: IGROV1. Synergy scores: CSS=36.1, Synergy_ZIP=-6.05, Synergy_Bliss=-11.3, Synergy_Loewe=-12.1, Synergy_HSA=-9.49. (4) Drug 1: CC1C(C(CC(O1)OC2CC(OC(C2O)C)OC3=CC4=CC5=C(C(=O)C(C(C5)C(C(=O)C(C(C)O)O)OC)OC6CC(C(C(O6)C)O)OC7CC(C(C(O7)C)O)OC8CC(C(C(O8)C)O)(C)O)C(=C4C(=C3C)O)O)O)O. Drug 2: CC1C(C(CC(O1)OC2CC(CC3=C2C(=C4C(=C3O)C(=O)C5=CC=CC=C5C4=O)O)(C(=O)C)O)N)O. Cell line: COLO 205. Synergy scores: CSS=86.7, Synergy_ZIP=25.0, Synergy_Bliss=24.6, Synergy_Loewe=12.8, Synergy_HSA=23.3.